This data is from Forward reaction prediction with 1.9M reactions from USPTO patents (1976-2016). The task is: Predict the product of the given reaction. (1) The product is: [CH2:17]([O:19][C:2]([CH3:7])([CH3:6])[C:3]([OH:5])=[O:4])[CH3:18]. Given the reactants Br[C:2]([CH3:7])([CH3:6])[C:3]([OH:5])=[O:4].CCN(C(C)C)C(C)C.[CH2:17]([O:19]CC)[CH3:18].Cl, predict the reaction product. (2) Given the reactants C([O:8][C:9]1[CH:14]=[CH:13][C:12]([C:15]2[C:19]([C:20]3[CH:25]=[CH:24][N:23]=[CH:22][CH:21]=3)=[CH:18][N:17]([CH2:26][CH2:27][F:28])[N:16]=2)=[CH:11][CH:10]=1)C1C=CC=CC=1, predict the reaction product. The product is: [F:28][CH2:27][CH2:26][N:17]1[CH:18]=[C:19]([C:20]2[CH:21]=[CH:22][N:23]=[CH:24][CH:25]=2)[C:15]([C:12]2[CH:13]=[CH:14][C:9]([OH:8])=[CH:10][CH:11]=2)=[N:16]1.